The task is: Predict the product of the given reaction.. This data is from Forward reaction prediction with 1.9M reactions from USPTO patents (1976-2016). (1) Given the reactants [Br:1][C:2]1[N:6]2[CH:7]=[C:8](Br)[N:9]=[CH:10][C:5]2=[N:4][CH:3]=1.[CH3:12][NH2:13], predict the reaction product. The product is: [Br:1][C:2]1[N:6]2[CH:7]=[C:8]([NH:13][CH3:12])[N:9]=[CH:10][C:5]2=[N:4][CH:3]=1. (2) The product is: [CH:1]1([CH2:7][C:8]2[NH:12][CH:11]=[C:10]([C:22]([O:24][CH2:25][CH3:26])=[O:23])[C:9]=2[CH3:27])[CH2:2][CH2:3][CH2:4][CH2:5][CH2:6]1. Given the reactants [CH:1]1([CH2:7][C:8]2[N:12](CC3C=CC(OC)=CC=3)[CH:11]=[C:10]([C:22]([O:24][CH2:25][CH3:26])=[O:23])[C:9]=2[CH3:27])[CH2:6][CH2:5][CH2:4][CH2:3][CH2:2]1, predict the reaction product. (3) Given the reactants [OH:1][CH2:2][CH2:3][N:4](C)[C:5](=O)OC(C)(C)C.N1C=CC=CC=1.[C:19]([Cl:29])(=[O:28])[O:20][CH2:21][C:22]1[CH:27]=[CH:26][CH:25]=[CH:24][CH:23]=1, predict the reaction product. The product is: [ClH:29].[C:19](=[O:28])([O:1][CH2:2][CH2:3][NH:4][CH3:5])[O:20][CH2:21][C:22]1[CH:27]=[CH:26][CH:25]=[CH:24][CH:23]=1. (4) Given the reactants [NH2:1][C:2]1[CH:3]=[C:4]([NH:8][S:9]([CH3:12])(=[O:11])=[O:10])[CH:5]=[CH:6][CH:7]=1.N1([C:18](N2C=CN=C2)=[S:19])C=CN=C1, predict the reaction product. The product is: [N:1]([C:2]1[CH:3]=[C:4]([NH:8][S:9]([CH3:12])(=[O:11])=[O:10])[CH:5]=[CH:6][CH:7]=1)=[C:18]=[S:19]. (5) Given the reactants [N+:1]([C:4]1[CH:5]=[CH:6][C:7]2[C:17]3[C:12](=[CH:13][N:14]=[C:15]([NH:18][C:19](=[O:21])[CH3:20])[CH:16]=3)[CH2:11][O:10][C:8]=2[CH:9]=1)([O-])=O.[H][H], predict the reaction product. The product is: [NH2:1][C:4]1[CH:5]=[CH:6][C:7]2[C:17]3[C:12](=[CH:13][N:14]=[C:15]([NH:18][C:19](=[O:21])[CH3:20])[CH:16]=3)[CH2:11][O:10][C:8]=2[CH:9]=1. (6) Given the reactants [CH:1]([O:4][C:5]([N:7]1[CH2:12][CH2:11][CH:10]([O:13][C@@H:14]([C:16]2[N:20]=[C:19]([C:21]3[CH:26]=[N:25][C:24](Cl)=[CH:23][N:22]=3)[O:18][N:17]=2)[CH3:15])[CH2:9][CH2:8]1)=[O:6])([CH3:3])[CH3:2].[C:28]([O:32][C:33](=[O:48])[NH:34][C@@H:35]1[C@@H:39]([C:40]2[CH:45]=[C:44]([F:46])[CH:43]=[CH:42][C:41]=2[F:47])[CH2:38][NH:37][CH2:36]1)([CH3:31])([CH3:30])[CH3:29].C1CCN2C(=NCCC2)CC1, predict the reaction product. The product is: [CH:1]([O:4][C:5]([N:7]1[CH2:12][CH2:11][CH:10]([O:13][C@@H:14]([C:16]2[N:20]=[C:19]([C:21]3[CH:26]=[N:25][C:24]([N:37]4[CH2:38][C@H:39]([C:40]5[CH:45]=[C:44]([F:46])[CH:43]=[CH:42][C:41]=5[F:47])[C@@H:35]([NH:34][C:33]([O:32][C:28]([CH3:31])([CH3:30])[CH3:29])=[O:48])[CH2:36]4)=[CH:23][N:22]=3)[O:18][N:17]=2)[CH3:15])[CH2:9][CH2:8]1)=[O:6])([CH3:3])[CH3:2].